Dataset: Forward reaction prediction with 1.9M reactions from USPTO patents (1976-2016). Task: Predict the product of the given reaction. (1) The product is: [CH2:1]([N:8]1[CH2:14][CH:13]([NH:15][S:16]([C:19]2[CH:28]=[CH:27][C:26]3[C:21](=[CH:22][CH:23]=[C:24]([Cl:29])[CH:25]=3)[CH:20]=2)(=[O:18])=[O:17])[C:12](=[O:30])[N:11]([C:31]2[CH:36]=[CH:35][C:34]([C:46]3[CH:47]=[CH:48][CH:39]=[CH:40][C:41]=3[CH2:42][N:53]([CH3:58])[CH3:54])=[CH:33][CH:32]=2)[CH2:10][CH2:9]1)[C:2]1[CH:7]=[CH:6][CH:5]=[CH:4][CH:3]=1. Given the reactants [CH2:1]([N:8]1[CH2:14][CH:13]([NH:15][S:16]([C:19]2[CH:28]=[CH:27][C:26]3[C:21](=[CH:22][CH:23]=[C:24]([Cl:29])[CH:25]=3)[CH:20]=2)(=[O:18])=[O:17])[C:12](=[O:30])[N:11]([C:31]2[CH:36]=[CH:35][C:34](Br)=[CH:33][CH:32]=2)[CH2:10][CH2:9]1)[C:2]1[CH:7]=[CH:6][CH:5]=[CH:4][CH:3]=1.Cl[C:39]1[CH:40]=[C:41]2[C:46](=[CH:47][CH:48]=1)C=C(S(Cl)(=O)=O)C=[CH:42]2.[N:53]1[CH:58]=CC=C[CH:54]=1, predict the reaction product. (2) Given the reactants [Cl:1][C:2]1[CH:3]=[C:4]([C:12]2[O:16][N:15]=[C:14]([C:17]3[CH:22]=[CH:21][C:20]([O:23][CH2:24][CH2:25][CH2:26][CH2:27][C:28]([O:30]CC)=[O:29])=[CH:19][C:18]=3[CH3:33])[N:13]=2)[CH:5]=[CH:6][C:7]=1[O:8][CH:9]([CH3:11])[CH3:10].[OH-].[Na+], predict the reaction product. The product is: [Cl:1][C:2]1[CH:3]=[C:4]([C:12]2[O:16][N:15]=[C:14]([C:17]3[CH:22]=[CH:21][C:20]([O:23][CH2:24][CH2:25][CH2:26][CH2:27][C:28]([OH:30])=[O:29])=[CH:19][C:18]=3[CH3:33])[N:13]=2)[CH:5]=[CH:6][C:7]=1[O:8][CH:9]([CH3:10])[CH3:11]. (3) Given the reactants [N+:1]([CH2:3][C:4]([O:6][CH3:7])=[O:5])#[C-:2].C1CCN2C(=NCCC2)CC1.[C:19](OC(=O)C)(=[O:21])[CH3:20], predict the reaction product. The product is: [CH3:20][C:19]1[O:21][CH:2]=[N:1][C:3]=1[C:4]([O:6][CH3:7])=[O:5]. (4) Given the reactants C([S:8][C:9]1[CH:10]=[C:11]2[C:16](=[CH:17][CH:18]=1)[C:15]([Cl:19])=[N:14][C:13]([Cl:20])=[CH:12]2)C1C=CC=CC=1.ClN1C(C)(C)C(=[O:29])N(Cl)C1=O.[F:32][C:33]1[C:38]([F:39])=[C:37]([F:40])[C:36]([F:41])=[C:35]([F:42])[C:34]=1[OH:43].C(N(CC)CC)C.[OH2:51], predict the reaction product. The product is: [Cl:19][C:15]1[C:16]2[C:11](=[CH:10][C:9]([S:8]([O:43][C:34]3[C:33]([F:32])=[C:38]([F:39])[C:37]([F:40])=[C:36]([F:41])[C:35]=3[F:42])(=[O:29])=[O:51])=[CH:18][CH:17]=2)[CH:12]=[C:13]([Cl:20])[N:14]=1.